Dataset: Reaction yield outcomes from USPTO patents with 853,638 reactions. Task: Predict the reaction yield, written as a fraction of the theoretical maximum amount of product (1.0 means a 100% yield; for example, 0.34 means a 34% yield). (1) The reactants are Cl.[O:2]1[CH2:7][CH2:6][N:5]([CH2:8][CH2:9]Cl)[CH2:4][CH2:3]1.[NH2:11][CH2:12][CH2:13][OH:14].[Cl-].[Na+]. The catalyst is O. The product is [O:2]1[CH2:7][CH2:6][N:5]([CH2:8][CH2:9][NH:11][CH2:12][CH2:13][OH:14])[CH2:4][CH2:3]1. The yield is 0.160. (2) The reactants are [CH3:1][N+:2]([O-])([CH3:4])[CH3:3].[C@@H:6]12[C@@H:11]([C:12]3[N:16]([CH:17]([CH3:19])[CH3:18])[N:15]=[C:14]([I:20])[CH:13]=3)[C@@H:10]1[CH2:9][CH:8]=[CH:7]2.C([N-]C(C)C)(C)C.[Li+]. The catalyst is O1CCCC1.O. The product is [I:20][C:14]1[CH:13]=[C:12]([C@H:11]2[C@@H:10]3[CH2:9][CH:8]4[C@H:7]([C@H:6]23)[CH2:3][N:2]([CH3:4])[CH2:1]4)[N:16]([CH:17]([CH3:19])[CH3:18])[N:15]=1. The yield is 0.0470.